Dataset: Catalyst prediction with 721,799 reactions and 888 catalyst types from USPTO. Task: Predict which catalyst facilitates the given reaction. Reactant: Br[C:2]1[C:7](=[O:8])[N:6]([CH2:9][C:10]2[CH:15]=[CH:14][C:13]([C:16]3[C:17]([C:22]#[N:23])=[CH:18][CH:19]=[CH:20][CH:21]=3)=[CH:12][CH:11]=2)[C:5]([CH2:24][CH2:25][CH3:26])=[N:4][C:3]=1[CH2:27][CH3:28].[CH3:29][O:30][C:31]1[CH:32]=[C:33]([OH:39])[CH:34]=[CH:35][C:36]=1[O:37][CH3:38].[OH-].[K+].CS(C)=O. Product: [CH3:29][O:30][C:31]1[CH:32]=[C:33]([CH:34]=[CH:35][C:36]=1[O:37][CH3:38])[O:39][C:2]1[C:7](=[O:8])[N:6]([CH2:9][C:10]2[CH:15]=[CH:14][C:13]([C:16]3[C:17]([C:22]#[N:23])=[CH:18][CH:19]=[CH:20][CH:21]=3)=[CH:12][CH:11]=2)[C:5]([CH2:24][CH2:25][CH3:26])=[N:4][C:3]=1[CH2:27][CH3:28]. The catalyst class is: 13.